This data is from Catalyst prediction with 721,799 reactions and 888 catalyst types from USPTO. The task is: Predict which catalyst facilitates the given reaction. (1) Reactant: [C:1]([C:3]1[CH:22]=[C:21]([C:23]2[C:24]3[CH:31]=[C:30]([C:32]4[CH:37]=[CH:36][C:35]([N:38]5[CH2:43][CH2:42][N:41]([CH2:44][CH:45]([F:47])[F:46])[CH2:40][CH2:39]5)=[CH:34][CH:33]=4)[N:29](COCC[Si](C)(C)C)[C:25]=3[N:26]=[CH:27][N:28]=2)[CH:20]=[CH:19][C:4]=1[O:5][CH:6]1[CH2:11][CH2:10][N:9](C(OC(C)(C)C)=O)[CH2:8][CH2:7]1)#[N:2]. Product: [F:47][CH:45]([F:46])[CH2:44][N:41]1[CH2:42][CH2:43][N:38]([C:35]2[CH:36]=[CH:37][C:32]([C:30]3[NH:29][C:25]4[N:26]=[CH:27][N:28]=[C:23]([C:21]5[CH:20]=[CH:19][C:4]([O:5][CH:6]6[CH2:7][CH2:8][NH:9][CH2:10][CH2:11]6)=[C:3]([CH:22]=5)[C:1]#[N:2])[C:24]=4[CH:31]=3)=[CH:33][CH:34]=2)[CH2:39][CH2:40]1. The catalyst class is: 557. (2) The catalyst class is: 8. Product: [Br:1][C:2]1[CH:7]=[C:6]([CH3:8])[C:5]([C:9]2[CH:10]=[C:11]([C:20]#[N:21])[N:12]3[C:17]([SH:25])=[CH:16][C:15]([CH3:19])=[N:14][C:13]=23)=[C:4]([CH3:22])[CH:3]=1. Reactant: [Br:1][C:2]1[CH:7]=[C:6]([CH3:8])[C:5]([C:9]2[CH:10]=[C:11]([C:20]#[N:21])[N:12]3[C:17](Cl)=[CH:16][C:15]([CH3:19])=[N:14][C:13]=23)=[C:4]([CH3:22])[CH:3]=1.NC(N)=[S:25].[OH-].[Na+]. (3) Reactant: [F:1][C:2]([F:7])([F:6])[C:3]([OH:5])=[O:4].[CH:8]([NH:11][C@@H:12]1[CH2:17][CH2:16][C@H:15]([N:18]2[CH2:22][CH2:21][CH:20]([C:23]3[NH:27][C:26]4[C:28]([C:32]([F:35])([F:34])[F:33])=[CH:29][CH:30]=[CH:31][C:25]=4[N:24]=3)[C:19]2=[O:36])[C@H:14]([CH2:37][S:38]([C:41]2[CH:46]=[CH:45][CH:44]=[CH:43][CH:42]=2)(=[O:40])=[O:39])[CH2:13]1)([CH3:10])[CH3:9].[CH:47](=O)[CH3:48].C(O)(=O)C.C(O[BH-](OC(=O)C)OC(=O)C)(=O)C.[Na+]. Product: [F:1][C:2]([F:7])([F:6])[C:3]([OH:5])=[O:4].[CH:8]([N:11]([CH2:47][CH3:48])[C@@H:12]1[CH2:17][CH2:16][C@H:15]([N:18]2[CH2:22][CH2:21][CH:20]([C:23]3[NH:27][C:26]4[C:28]([C:32]([F:35])([F:33])[F:34])=[CH:29][CH:30]=[CH:31][C:25]=4[N:24]=3)[C:19]2=[O:36])[C@H:14]([CH2:37][S:38]([C:41]2[CH:46]=[CH:45][CH:44]=[CH:43][CH:42]=2)(=[O:39])=[O:40])[CH2:13]1)([CH3:10])[CH3:9]. The catalyst class is: 839. (4) Reactant: [NH2:1][C:2]1[CH:7]=[C:6]([S:8][C:9]2[CH:14]=[CH:13][C:12]([NH:15][C:16](=[O:26])[C:17]3[CH:22]=[CH:21][C:20]([N+:23]([O-])=O)=[CH:19][CH:18]=3)=[CH:11][CH:10]=2)[CH:5]=[CH:4][N:3]=1.CCO.[ClH:30]. Product: [ClH:30].[NH2:23][C:20]1[CH:21]=[CH:22][C:17]([C:16]([NH:15][C:12]2[CH:11]=[CH:10][C:9]([S:8][C:6]3[CH:5]=[CH:4][N:3]=[C:2]([NH2:1])[CH:7]=3)=[CH:14][CH:13]=2)=[O:26])=[CH:18][CH:19]=1. The catalyst class is: 150.